Dataset: Forward reaction prediction with 1.9M reactions from USPTO patents (1976-2016). Task: Predict the product of the given reaction. The product is: [C:1]1([S:11]([N:14]2[C:22]3[C:17](=[CH:18][CH:19]=[C:20]([NH2:23])[CH:21]=3)[CH:16]=[N:15]2)(=[O:13])=[O:12])[C:10]2[C:5](=[CH:6][CH:7]=[CH:8][CH:9]=2)[CH:4]=[CH:3][CH:2]=1. Given the reactants [C:1]1([S:11]([N:14]2[C:22]3[C:17](=[CH:18][CH:19]=[C:20]([N+:23]([O-])=O)[CH:21]=3)[CH:16]=[N:15]2)(=[O:13])=[O:12])[C:10]2[C:5](=[CH:6][CH:7]=[CH:8][CH:9]=2)[CH:4]=[CH:3][CH:2]=1.Cl[Sn]Cl.Cl.[OH-].[Na+], predict the reaction product.